From a dataset of Full USPTO retrosynthesis dataset with 1.9M reactions from patents (1976-2016). Predict the reactants needed to synthesize the given product. (1) Given the product [C:1]1([C:7]2[C:8]([C:12]3[CH:22]=[CH:21][C:15]4[O:16][CH2:17][C:18](=[O:20])[NH:19][C:14]=4[CH:13]=3)=[N:9][NH:10][CH:11]=2)[CH:2]=[CH:3][CH:4]=[CH:5][CH:6]=1, predict the reactants needed to synthesize it. The reactants are: [C:1]1([CH:7]2[CH2:11][NH:10][N:9]=[C:8]2[C:12]2[CH:22]=[CH:21][C:15]3[O:16][CH2:17][C:18](=[O:20])[NH:19][C:14]=3[CH:13]=2)[CH:6]=[CH:5][CH:4]=[CH:3][CH:2]=1.FC(F)(F)S(Cl)(=O)=O.N1C=CC=CC=1. (2) Given the product [Cl:15][CH2:16][C:17]([N:1]1[CH2:6][CH2:5][CH:4]([C:7]#[N:8])[CH2:3][CH2:2]1)=[O:18], predict the reactants needed to synthesize it. The reactants are: [NH:1]1[CH2:6][CH2:5][CH:4]([C:7]#[N:8])[CH2:3][CH2:2]1.C(=O)([O-])[O-].[K+].[K+].[Cl:15][CH2:16][C:17](Cl)=[O:18].